Dataset: Experimentally validated miRNA-target interactions with 360,000+ pairs, plus equal number of negative samples. Task: Binary Classification. Given a miRNA mature sequence and a target amino acid sequence, predict their likelihood of interaction. (1) The miRNA is hsa-miR-19b-3p with sequence UGUGCAAAUCCAUGCAAAACUGA. The protein sequence of the target gene is MGDKPIWEQIGSSFIQHYYQLFDNDRTQLGAIYIDASCLTWEGQQFQGKAAIVEKLSSLPFQKIQHSITAQDHQPTPDSCIISMVVGQLKADEDPIMGFHQMFLLKNINDAWVCTNDMFRLALHNFG. Result: 1 (interaction). (2) The miRNA is mmu-miR-1264-5p with sequence AGGUCCUCAAUAAGUAUUUGUU. The protein sequence of the target gene is MNGKRPAEPGPARVGKKGKKEVMAEFSDAVTEETLKKQVAEAWSRRTPFSHEVIVMDMDPFLHCVIPNFIQSQDFLEGLQKELMNLDFHEKYNDLYKFQQSDDLKKRREPHISTLRKILFEDFRSWLSDISKIDLESTIDMSCAKYEFTDALLCHDDELEGRRIAFILYLVPPWDRSMGGTLDLYSIDEHFQPKQIVKSLIPSWNKLVFFEVSPVSFHQVSEVLSEEKSRLSISGWFHGPSLTRPPNYFEPPIPRSPHIPQDHEILYDWINPTYLDMDYQVQIQEEFEESSEILLKEFLK.... Result: 0 (no interaction). (3) The miRNA is hsa-miR-3145-3p with sequence AGAUAUUUUGAGUGUUUGGAAUUG. The protein sequence of the target gene is MEANPAGSGAGGGGSSGIGGEDGVHFQSYPFDFLEFLNHQRFEPMELYGEHAKAVAALPCAPGPPPQPPPQPPPPQYDYPPQSTFKPKAEVPSSSSSSSSSSSSSSSSSSSSSSSSSQAKKPDPPLPPAFGAPPPPLFDAAFPTPQWGIVDLSGHQHLFGNLKRGGPASGPGVTPGLGAPAGAPGPLPAPSQTPPGPPAAAACDPTKDDKGYFRRLKYLMERRFPCGVCQKSFKQSSHLVQHMLVHSGERPYECGVCGRTYNHVSSLIRHRRCHKDVPPAAGGPPQPGPHLPPLGLPAPA.... Result: 0 (no interaction). (4) The miRNA is mmu-miR-466a-5p with sequence UAUGUGUGUGUACAUGUACAUA. The protein sequence of the target gene is MLLPSDVARLVLGYLQQENLISTCQTFILESSDLKEYAEHCTDEGFIPACLLSLFGKNLTTILNEYVAMKTKETSNNVPAIMSSLWKKLDHTLSQIRSMQSSPRFAGSQRARTRTGIAEIKRQRKLASQTAPASAELLTLPYLSGQFTTPPSTGTQVTRPSGQISDPSRSYFVVVNHSQSQDTVTTGEALNVIPGAQEKKAHASLMSPGRRKSESQRKSTTLSGPHSTIRNFQDPNAFAVEKQMVIENAREKILSNKSLQEKLAENINKFLTSDNNIAQVPKQTDNNPTEPETSIDEFLG.... Result: 0 (no interaction).